This data is from Forward reaction prediction with 1.9M reactions from USPTO patents (1976-2016). The task is: Predict the product of the given reaction. Given the reactants [CH3:1][C:2]1[C:6]([C:7]2[CH:15]=[C:14]3[C:10]([C:11]4[C:19]([C:20]5[C:29]6[C:24](=[CH:25][CH:26]=[CH:27][CH:28]=6)[C:23]([C:30]([O:32]C)=[O:31])=[CH:22][CH:21]=5)=[N:18][C:17]([CH3:34])=[N:16][C:12]=4[NH:13]3)=[CH:9][C:8]=2[O:35][CH3:36])=[C:5]([CH3:37])[O:4][N:3]=1.O[Li].O, predict the reaction product. The product is: [CH3:1][C:2]1[C:6]([C:7]2[CH:15]=[C:14]3[C:10]([C:11]4[C:19]([C:20]5[C:29]6[C:24](=[CH:25][CH:26]=[CH:27][CH:28]=6)[C:23]([C:30]([OH:32])=[O:31])=[CH:22][CH:21]=5)=[N:18][C:17]([CH3:34])=[N:16][C:12]=4[NH:13]3)=[CH:9][C:8]=2[O:35][CH3:36])=[C:5]([CH3:37])[O:4][N:3]=1.